From a dataset of Full USPTO retrosynthesis dataset with 1.9M reactions from patents (1976-2016). Predict the reactants needed to synthesize the given product. Given the product [Br:1][C:2]1[CH:33]=[CH:32][C:5]([O:6][C:7]([CH3:30])([CH3:31])[C:8]([NH:10][C:11]2[CH:12]=[CH:13][C:14]([CH:17]([CH:21]([C:26]([OH:28])=[O:27])[C:22]([OH:24])=[O:23])[C:18]#[C:19][CH3:20])=[CH:15][CH:16]=2)=[O:9])=[C:4]([Cl:34])[CH:3]=1, predict the reactants needed to synthesize it. The reactants are: [Br:1][C:2]1[CH:33]=[CH:32][C:5]([O:6][C:7]([CH3:31])([CH3:30])[C:8]([NH:10][C:11]2[CH:16]=[CH:15][C:14]([CH:17]([CH:21]([C:26]([O:28]C)=[O:27])[C:22]([O:24]C)=[O:23])[C:18]#[C:19][CH3:20])=[CH:13][CH:12]=2)=[O:9])=[C:4]([Cl:34])[CH:3]=1.Cl.